Dataset: Forward reaction prediction with 1.9M reactions from USPTO patents (1976-2016). Task: Predict the product of the given reaction. (1) Given the reactants [O:1]=[S:2]1(=[O:28])[C:7]2[CH:8]=[CH:9][CH:10]=[CH:11][C:6]=2[NH:5][C:4]([C:12]2[C:17](=[O:18])[N:16]([N:19]=[CH:20][CH:21]([CH3:23])[CH3:22])[C:15]3[CH:24]=[CH:25][S:26][C:14]=3[C:13]=2[OH:27])=[N:3]1.CO.[BH4-].[Li+].Cl.[O:34]1[CH2:38][CH2:37][CH2:36][CH2:35]1, predict the reaction product. The product is: [O:28]=[S:2]1(=[O:1])[C:7]2[CH:8]=[CH:9][CH:10]=[CH:11][C:6]=2[NH:5][C:4]([C:12]2[C:17](=[O:18])[N:16]([NH:19][CH2:20][C:21]3[CH:22]=[CH:37][CH:36]=[C:35]([O:34][CH3:38])[CH:23]=3)[C:15]3[CH:24]=[CH:25][S:26][C:14]=3[C:13]=2[OH:27])=[N:3]1. (2) Given the reactants [CH2:1]([O:4][C:5]1[C:13]([CH3:14])=[CH:12][C:8]([C:9](O)=[O:10])=[CH:7][C:6]=1[CH3:15])[CH:2]=[CH2:3].S(Cl)([Cl:18])=O, predict the reaction product. The product is: [CH2:1]([O:4][C:5]1[C:13]([CH3:14])=[CH:12][C:8]([C:9]([Cl:18])=[O:10])=[CH:7][C:6]=1[CH3:15])[CH:2]=[CH2:3].